This data is from Forward reaction prediction with 1.9M reactions from USPTO patents (1976-2016). The task is: Predict the product of the given reaction. Given the reactants C[Mg]I.O1CCC[CH2:5]1.C(N(CC)CC)C.CO[C:18]([C:20]1[CH:24]=[C:23]([C:25]2[CH:30]=[C:29]([CH3:31])[CH:28]=[CH:27][C:26]=2[F:32])[O:22][N:21]=1)=[O:19], predict the reaction product. The product is: [F:32][C:26]1[CH:27]=[CH:28][C:29]([CH3:31])=[CH:30][C:25]=1[C:23]1[O:22][N:21]=[C:20]([C:18](=[O:19])[CH3:5])[CH:24]=1.